From a dataset of Catalyst prediction with 721,799 reactions and 888 catalyst types from USPTO. Predict which catalyst facilitates the given reaction. (1) Reactant: [CH:1]([NH2:4])([CH3:3])[CH3:2].[CH:5]([C:7]1[CH:23]=[CH:22][CH:21]=[CH:20][C:8]=1[O:9][CH2:10][CH2:11][CH2:12][CH2:13][CH2:14][C:15]([O:17][CH2:18][CH3:19])=[O:16])=O.CC(O)=O.C(O[BH-](OC(=O)C)OC(=O)C)(=O)C.[Na+]. Product: [CH:1]([NH:4][CH2:5][C:7]1[CH:23]=[CH:22][CH:21]=[CH:20][C:8]=1[O:9][CH2:10][CH2:11][CH2:12][CH2:13][CH2:14][C:15]([O:17][CH2:18][CH3:19])=[O:16])([CH3:3])[CH3:2]. The catalyst class is: 26. (2) Reactant: [C:1](OC(=O)C)(=[O:3])[CH3:2].[CH3:8][CH:9]([CH2:18][CH2:19][CH:20]=[C:21]([CH3:28])[CH2:22][CH2:23][CH:24]=[C:25]([CH3:27])[CH3:26])[CH2:10][CH:11]([OH:17])[CH:12]([N+:14]([O-:16])=[O:15])[CH3:13].OS(O)(=O)=O. Product: [C:1]([O:17][CH:11]([CH2:10][CH:9]([CH3:8])[CH2:18][CH2:19][CH:20]=[C:21]([CH3:28])[CH2:22][CH2:23][CH:24]=[C:25]([CH3:26])[CH3:27])[CH:12]([N+:14]([O-:16])=[O:15])[CH3:13])(=[O:3])[CH3:2]. The catalyst class is: 316. (3) Reactant: C(=O)([O-])O.[Na+].[Br:6][C:7]1[CH:13]=[CH:12][C:10]([NH2:11])=[CH:9][C:8]=1[F:14].Cl[C:16]([O:18][CH2:19][C:20]1[CH:25]=[CH:24][CH:23]=[CH:22][CH:21]=1)=[O:17]. Product: [CH2:19]([O:18][C:16](=[O:17])[NH:11][C:10]1[CH:12]=[CH:13][C:7]([Br:6])=[C:8]([F:14])[CH:9]=1)[C:20]1[CH:25]=[CH:24][CH:23]=[CH:22][CH:21]=1. The catalyst class is: 21. (4) Reactant: [Cl:1][C:2]1[C:7]2[C:8](=[O:22])[N:9]([CH2:11][C:12]3[CH:17]=[CH:16][C:15]([O:18][CH3:19])=[CH:14][C:13]=3[O:20][CH3:21])[CH2:10][C:6]=2[C:5]([F:23])=[C:4](Cl)[N:3]=1.[NH2:25][C@@H:26]1[CH2:31][CH2:30][O:29][CH2:28][C@@H:27]1[NH:32][C:33](=[O:39])[O:34][C:35]([CH3:38])([CH3:37])[CH3:36].CCN(C(C)C)C(C)C. Product: [Cl:1][C:2]1[C:7]2[C:8](=[O:22])[N:9]([CH2:11][C:12]3[CH:17]=[CH:16][C:15]([O:18][CH3:19])=[CH:14][C:13]=3[O:20][CH3:21])[CH2:10][C:6]=2[C:5]([F:23])=[C:4]([NH:25][C@@H:26]2[CH2:31][CH2:30][O:29][CH2:28][C@@H:27]2[NH:32][C:33](=[O:39])[O:34][C:35]([CH3:37])([CH3:36])[CH3:38])[N:3]=1. The catalyst class is: 10. (5) Reactant: [CH3:1][N:2]1[CH2:7][CH2:6][N:5]([C:8]2[N:13]=[CH:12][C:11]([C:14]3[CH:19]=[CH:18][N:17]4[C:20]([C:23]5[CH:28]=[CH:27][C:26]([NH2:29])=[CH:25][CH:24]=5)=[CH:21][N:22]=[C:16]4[CH:15]=3)=[CH:10][N:9]=2)[CH2:4][CH2:3]1.[F:30][C:31]([F:42])([F:41])[C:32]1[CH:33]=[C:34]([N:38]=[C:39]=[O:40])[CH:35]=[CH:36][CH:37]=1.C(N(CC)CC)C. Product: [CH3:1][N:2]1[CH2:3][CH2:4][N:5]([C:8]2[N:13]=[CH:12][C:11]([C:14]3[CH:19]=[CH:18][N:17]4[C:20]([C:23]5[CH:28]=[CH:27][C:26]([NH:29][C:39]([NH:38][C:34]6[CH:35]=[CH:36][CH:37]=[C:32]([C:31]([F:30])([F:41])[F:42])[CH:33]=6)=[O:40])=[CH:25][CH:24]=5)=[CH:21][N:22]=[C:16]4[CH:15]=3)=[CH:10][N:9]=2)[CH2:6][CH2:7]1. The catalyst class is: 16. (6) Reactant: [CH:1]1([O:6][C:7]2[CH:8]=[C:9]([N:15]([CH2:27][C:28]3[CH:29]=[N:30][CH:31]=[CH:32][CH:33]=3)[C:16]3[CH:17]=[C:18]([CH:24]=[CH:25][CH:26]=3)[C:19]([O:21]CC)=[O:20])[CH:10]=[CH:11][C:12]=2[O:13][CH3:14])[CH2:5][CH2:4][CH2:3][CH2:2]1.[OH-].[Na+]. Product: [CH:1]1([O:6][C:7]2[CH:8]=[C:9]([N:15]([CH2:27][C:28]3[CH:29]=[N:30][CH:31]=[CH:32][CH:33]=3)[C:16]3[CH:17]=[C:18]([CH:24]=[CH:25][CH:26]=3)[C:19]([OH:21])=[O:20])[CH:10]=[CH:11][C:12]=2[O:13][CH3:14])[CH2:5][CH2:4][CH2:3][CH2:2]1. The catalyst class is: 14. (7) Reactant: [CH:1]([C:4]1([CH2:9][CH2:10]OS(C)(=O)=O)[O:8][CH2:7][CH2:6][O:5]1)([CH3:3])[CH3:2].[Br:16][C:17]1[CH:22]=[CH:21][C:20]([C@@H:23]([NH2:25])[CH3:24])=[CH:19][CH:18]=1.C([O-])([O-])=O.[K+].[K+]. Product: [Br:16][C:17]1[CH:22]=[CH:21][C:20]([C@@H:23]([NH:25][CH2:10][CH2:9][C:4]2([CH:1]([CH3:2])[CH3:3])[O:5][CH2:6][CH2:7][O:8]2)[CH3:24])=[CH:19][CH:18]=1. The catalyst class is: 23. (8) Reactant: [H-].[Na+].[NH2:3][C:4]1[CH:11]=[CH:10][C:7]([C:8]#[N:9])=[CH:6][C:5]=1[O:12][C:13]([F:16])([F:15])[F:14].[N:17]([C:20]1[C:28]2[N:27]=[CH:26][N:25]([CH3:29])[C:24]=2[CH:23]=[CH:22][CH:21]=1)=[C:18]=[S:19]. Product: [C:8]([C:7]1[CH:10]=[CH:11][C:4]([NH:3][C:18]([NH:17][C:20]2[C:28]3[N:27]=[CH:26][N:25]([CH3:29])[C:24]=3[CH:23]=[CH:22][CH:21]=2)=[S:19])=[C:5]([O:12][C:13]([F:14])([F:15])[F:16])[CH:6]=1)#[N:9]. The catalyst class is: 3.